Task: Predict the reactants needed to synthesize the given product.. Dataset: Full USPTO retrosynthesis dataset with 1.9M reactions from patents (1976-2016) (1) Given the product [C:1]1([CH3:27])[CH:6]=[CH:5][C:4]([C:7]2[N:8]=[C:9]3[CH:21]=[CH:22][NH:20][C:10]3=[N:11][C:12]=2[C:13]2[CH:18]=[CH:17][C:16]([CH3:19])=[CH:15][CH:14]=2)=[CH:3][CH:2]=1, predict the reactants needed to synthesize it. The reactants are: [C:1]1([CH3:27])[CH:6]=[CH:5][C:4]([C:7]2[N:8]=[C:9]([C:21]#[C:22][Si](C)(C)C)[C:10]([NH2:20])=[N:11][C:12]=2[C:13]2[CH:18]=[CH:17][C:16]([CH3:19])=[CH:15][CH:14]=2)=[CH:3][CH:2]=1.CC(C)([O-])C.[K+].Cl.[OH-].[Na+]. (2) Given the product [F:28][C:25]1[CH:26]=[CH:27][C:22]([CH2:21][N:11]2[C:12](=[O:13])[N:8]([C:4]3[CH:5]=[CH:6][CH:7]=[C:2]([F:1])[CH:3]=3)[N:9]=[N:10]2)=[CH:23][CH:24]=1, predict the reactants needed to synthesize it. The reactants are: [F:1][C:2]1[CH:3]=[C:4]([N:8]2[C:12](=[O:13])[NH:11][N:10]=[N:9]2)[CH:5]=[CH:6][CH:7]=1.C([O-])([O-])=O.[Cs+].[Cs+].Br[CH2:21][C:22]1[CH:27]=[CH:26][C:25]([F:28])=[CH:24][CH:23]=1.